This data is from NCI-60 drug combinations with 297,098 pairs across 59 cell lines. The task is: Regression. Given two drug SMILES strings and cell line genomic features, predict the synergy score measuring deviation from expected non-interaction effect. (1) Drug 1: C1=NC(=NC(=O)N1C2C(C(C(O2)CO)O)O)N. Drug 2: C#CCC(CC1=CN=C2C(=N1)C(=NC(=N2)N)N)C3=CC=C(C=C3)C(=O)NC(CCC(=O)O)C(=O)O. Cell line: K-562. Synergy scores: CSS=82.0, Synergy_ZIP=25.3, Synergy_Bliss=0.642, Synergy_Loewe=59.5, Synergy_HSA=1.57. (2) Synergy scores: CSS=-1.99, Synergy_ZIP=0.278, Synergy_Bliss=-1.67, Synergy_Loewe=-3.08, Synergy_HSA=-3.77. Drug 2: CC1=C(C=C(C=C1)C(=O)NC2=CC(=CC(=C2)C(F)(F)F)N3C=C(N=C3)C)NC4=NC=CC(=N4)C5=CN=CC=C5. Drug 1: CC1=C(C=C(C=C1)NC2=NC=CC(=N2)N(C)C3=CC4=NN(C(=C4C=C3)C)C)S(=O)(=O)N.Cl. Cell line: A549.